Dataset: Forward reaction prediction with 1.9M reactions from USPTO patents (1976-2016). Task: Predict the product of the given reaction. (1) The product is: [CH2:28]([O:30][C:31](=[O:41])[CH2:32][CH2:33][CH2:34][CH:35]1[CH2:40][CH2:39][N:38]([C:11](=[O:12])[C:10]2[CH:9]=[C:8]([O:7][C:6]3[CH:26]=[CH:27][C:3]([C:1]#[N:2])=[CH:4][CH:5]=3)[CH:16]=[C:15]([O:17][C:18]3[CH:23]=[CH:22][C:21]([C:24]#[N:25])=[CH:20][CH:19]=3)[CH:14]=2)[CH2:37][CH2:36]1)[CH3:29]. Given the reactants [C:1]([C:3]1[CH:27]=[CH:26][C:6]([O:7][C:8]2[CH:9]=[C:10]([CH:14]=[C:15]([O:17][C:18]3[CH:23]=[CH:22][C:21]([C:24]#[N:25])=[CH:20][CH:19]=3)[CH:16]=2)[C:11](O)=[O:12])=[CH:5][CH:4]=1)#[N:2].[CH2:28]([O:30][C:31](=[O:41])[CH2:32][CH2:33][CH2:34][CH:35]1[CH2:40][CH2:39][NH:38][CH2:37][CH2:36]1)[CH3:29], predict the reaction product. (2) The product is: [CH3:23][C:20]([Si:19]([CH3:24])([CH3:25])[O:18][CH2:17][CH2:16][CH:6]([CH2:7][O:8][Si:9]([C:10]([CH3:11])([CH3:12])[CH3:13])([CH3:14])[CH3:15])[C:26]#[N:27])([CH3:21])[CH3:22]. Given the reactants CS(O[CH:6]([CH2:16][CH2:17][O:18][Si:19]([CH3:25])([CH3:24])[C:20]([CH3:23])([CH3:22])[CH3:21])[CH2:7][O:8][Si:9]([CH3:15])([CH3:14])[C:10]([CH3:13])([CH3:12])[CH3:11])(=O)=O.[C-:26]#[N:27].[Na+].O, predict the reaction product. (3) Given the reactants NC1SC2C3C(CC=2C=1[C:14]([NH2:16])=[O:15])=CC=CC=3.FC(F)(F)C(O)=O.[NH2:24][C:25]1[S:29][C:28]2[C:30]3[C:35]([CH2:36][CH2:37][C:27]=2[C:26]=1[C:40]([NH2:42])=[O:41])=[CH:34][CH:33]=[C:32]([O:38][CH3:39])[CH:31]=3, predict the reaction product. The product is: [CH3:39][O:38][C:32]1[CH:31]=[C:30]2[C:35]([CH2:36][CH2:37][C:27]3[C:26]([C:40]([NH2:42])=[O:41])=[C:25]([NH:24][C:14]([NH2:16])=[O:15])[S:29][C:28]=32)=[CH:34][CH:33]=1. (4) Given the reactants [Cl:1][C:2]1[CH:9]=[CH:8][CH:7]=[CH:6][C:3]=1[CH:4]=O.[F:10][C:11]1[CH:12]=[C:13]([NH2:17])[CH:14]=[CH:15][CH:16]=1.[CH2:18]([O:20][C:21](=[O:32])[CH2:22][N:23]1[CH2:27][C@@H:26]([C:28]([OH:30])=O)[NH:25][C:24]1=[O:31])[CH3:19].[F:33][C:34]1([F:40])[CH2:37][CH:36]([N+:38]#[C-:39])[CH2:35]1.C[OH:42], predict the reaction product. The product is: [Cl:1][C:2]1[CH:9]=[CH:8][CH:7]=[CH:6][C:3]=1[CH:4]([N:17]([C:13]1[CH:14]=[CH:15][CH:16]=[C:11]([F:10])[CH:12]=1)[C:28]([C@@H:26]1[CH2:27][N:23]([CH2:22][C:21]([O:20][CH2:18][CH3:19])=[O:32])[C:24](=[O:31])[NH:25]1)=[O:30])[C:39]([NH:38][CH:36]1[CH2:37][C:34]([F:40])([F:33])[CH2:35]1)=[O:42].